This data is from Merck oncology drug combination screen with 23,052 pairs across 39 cell lines. The task is: Regression. Given two drug SMILES strings and cell line genomic features, predict the synergy score measuring deviation from expected non-interaction effect. Drug 1: O=S1(=O)NC2(CN1CC(F)(F)F)C1CCC2Cc2cc(C=CCN3CCC(C(F)(F)F)CC3)ccc2C1. Synergy scores: synergy=-2.84. Cell line: SW620. Drug 2: CCC1(O)CC2CN(CCc3c([nH]c4ccccc34)C(C(=O)OC)(c3cc4c(cc3OC)N(C)C3C(O)(C(=O)OC)C(OC(C)=O)C5(CC)C=CCN6CCC43C65)C2)C1.